This data is from Full USPTO retrosynthesis dataset with 1.9M reactions from patents (1976-2016). The task is: Predict the reactants needed to synthesize the given product. (1) Given the product [C:1]([NH:5][Si:7]([CH:10]1[CH:14]=[CH:13][CH:12]=[CH:11]1)([CH3:9])[CH3:8])([CH3:4])([CH3:3])[CH3:2], predict the reactants needed to synthesize it. The reactants are: [C:1]([NH2:5])([CH3:4])([CH3:3])[CH3:2].Cl[Si:7]([CH:10]1[CH:14]=[CH:13][CH:12]=[CH:11]1)([CH3:9])[CH3:8].C1CC=CC=1. (2) Given the product [NH:7]1[C:2]2[CH:3]=[CH:4][CH:5]=[CH:6][C:1]=2[N:8]=[C:15]1[C:14]1[CH:18]=[CH:19][C:11]([NH:10][CH3:9])=[CH:12][CH:13]=1, predict the reactants needed to synthesize it. The reactants are: [C:1]1([NH2:8])[CH:6]=[CH:5][CH:4]=[CH:3][C:2]=1[NH2:7].[CH3:9][NH:10][C:11]1[CH:19]=[CH:18][C:14]([C:15](O)=O)=[CH:13][CH:12]=1.[OH-].[Na+]. (3) Given the product [Cl:17][C:18]1[CH:23]=[C:22]([C:4]2[CH:5]=[CH:6][CH:7]=[C:2]([F:1])[CH:3]=2)[N:21]=[CH:20][N:19]=1, predict the reactants needed to synthesize it. The reactants are: [F:1][C:2]1[CH:3]=[C:4](B(O)O)[CH:5]=[CH:6][CH:7]=1.COCCOC.[Cl:17][C:18]1[CH:23]=[C:22](Cl)[N:21]=[CH:20][N:19]=1.